Dataset: Catalyst prediction with 721,799 reactions and 888 catalyst types from USPTO. Task: Predict which catalyst facilitates the given reaction. (1) Reactant: [Br:1][C:2]1[CH:8]=[CH:7][C:5]([NH2:6])=[CH:4][CH:3]=1.C[Al](C)C.[F:13][C:14]1[CH:19]=[CH:18][CH:17]=[CH:16][C:15]=1[C:20]([CH3:24])([CH3:23])[C:21]#[N:22]. Product: [Br:1][C:2]1[CH:8]=[CH:7][C:5]([NH:6][C:21](=[NH:22])[C:20]([C:15]2[CH:16]=[CH:17][CH:18]=[CH:19][C:14]=2[F:13])([CH3:24])[CH3:23])=[CH:4][CH:3]=1. The catalyst class is: 11. (2) Reactant: [F:1][C:2]([F:24])([F:23])[O:3][C:4]1[CH:5]=[C:6]([C:10]2[C:14]3[CH:15]=[C:16]([C:19](OC)=[O:20])[CH:17]=[CH:18][C:13]=3[O:12][CH:11]=2)[CH:7]=[CH:8][CH:9]=1.O.[NH2:26][NH2:27]. Product: [F:1][C:2]([F:24])([F:23])[O:3][C:4]1[CH:5]=[C:6]([C:10]2[C:14]3[CH:15]=[C:16]([C:19]([NH:26][NH2:27])=[O:20])[CH:17]=[CH:18][C:13]=3[O:12][CH:11]=2)[CH:7]=[CH:8][CH:9]=1. The catalyst class is: 8. (3) Reactant: [CH2:1]([O:8][C:9]([N:11]1[CH2:16][CH2:15][CH:14]([CH2:17][NH:18][C:19]2[CH:23]=[C:22]([C:24]3[CH:29]=[CH:28][CH:27]=[CH:26][CH:25]=3)[S:21][C:20]=2[C:30]([O:32][CH3:33])=[O:31])[CH2:13][CH2:12]1)=[O:10])[C:2]1[CH:7]=[CH:6][CH:5]=[CH:4][CH:3]=1.[Cl:34][C:35]1[CH:43]=[C:42]([Cl:44])[CH:41]=[CH:40][C:36]=1[C:37](Cl)=[O:38]. Product: [CH2:1]([O:8][C:9]([N:11]1[CH2:12][CH2:13][CH:14]([CH2:17][N:18]([C:37](=[O:38])[C:36]2[CH:40]=[CH:41][C:42]([Cl:44])=[CH:43][C:35]=2[Cl:34])[C:19]2[CH:23]=[C:22]([C:24]3[CH:29]=[CH:28][CH:27]=[CH:26][CH:25]=3)[S:21][C:20]=2[C:30]([O:32][CH3:33])=[O:31])[CH2:15][CH2:16]1)=[O:10])[C:2]1[CH:7]=[CH:6][CH:5]=[CH:4][CH:3]=1. The catalyst class is: 839. (4) Reactant: C([O:3][C:4](=[O:30])[C:5]1[CH:10]=[CH:9][C:8]([C:11]2[CH2:15][C:14]([C:20]3[CH:25]=[C:24]([Cl:26])[CH:23]=[C:22]([Cl:27])[CH:21]=3)([C:16]([F:19])([F:18])[F:17])[O:13][N:12]=2)=[CH:7][C:6]=1[O:28][CH3:29])C.[OH-].[Na+]. Product: [Cl:27][C:22]1[CH:21]=[C:20]([C:14]2([C:16]([F:18])([F:17])[F:19])[O:13][N:12]=[C:11]([C:8]3[CH:9]=[CH:10][C:5]([C:4]([OH:30])=[O:3])=[C:6]([O:28][CH3:29])[CH:7]=3)[CH2:15]2)[CH:25]=[C:24]([Cl:26])[CH:23]=1. The catalyst class is: 40. (5) Reactant: [NH2:1][CH2:2][C:3]1[NH:4][C:5](=[O:14])[C:6]2[CH:12]=[C:11]([F:13])[CH:10]=[N:9][C:7]=2[N:8]=1.CCN(C(C)C)C(C)C.[C:24]1([CH2:30][CH2:31][C:32](Cl)=[O:33])[CH:29]=[CH:28][CH:27]=[CH:26][CH:25]=1. Product: [F:13][C:11]1[CH:10]=[N:9][C:7]2[N:8]=[C:3]([CH2:2][NH:1][C:32](=[O:33])[CH2:31][CH2:30][C:24]3[CH:29]=[CH:28][CH:27]=[CH:26][CH:25]=3)[NH:4][C:5](=[O:14])[C:6]=2[CH:12]=1. The catalyst class is: 49. (6) The catalyst class is: 33. Product: [NH2:15][C:7]1[CH:6]=[C:5]([Br:4])[CH:14]=[CH:13][C:8]=1[C:9]([O:11][CH3:12])=[O:10]. Reactant: [Sn](Cl)Cl.[Br:4][C:5]1[CH:14]=[CH:13][C:8]([C:9]([O:11][CH3:12])=[O:10])=[C:7]([N+:15]([O-])=O)[CH:6]=1.O.[OH-].[K+]. (7) Reactant: [C:1]([O:5][C:6]([NH:8][CH2:9][CH2:10][NH:11][C:12]([C:14]1[CH:15]=[CH:16][C:17]([C:20](OC)=[O:21])=[N:18][CH:19]=1)=[O:13])=[O:7])([CH3:4])([CH3:3])[CH3:2].[BH4-].[Na+].C1COCC1.C([O-])([O-])=O.[Na+].[Na+]. The catalyst class is: 24. Product: [C:1]([O:5][C:6](=[O:7])[NH:8][CH2:9][CH2:10][NH:11][C:12](=[O:13])[C:14]1[CH:15]=[CH:16][C:17]([CH2:20][OH:21])=[N:18][CH:19]=1)([CH3:4])([CH3:2])[CH3:3]. (8) The catalyst class is: 5. Product: [CH3:1][O:2][C:3](=[O:21])[C:4]1[CH:9]=[CH:8][C:7]([N:10]2[CH2:14][C:13](=[O:23])[NH:12][S:11]2(=[O:20])=[O:19])=[CH:6][CH:5]=1. Reactant: [CH3:1][O:2][C:3](=[O:21])[C:4]1[CH:9]=[CH:8][C:7]([NH:10][S:11](=[O:20])(=[O:19])[NH:12][CH2:13][C:14](OCC)=O)=[CH:6][CH:5]=1.C[O-:23].[Na+].